From a dataset of Full USPTO retrosynthesis dataset with 1.9M reactions from patents (1976-2016). Predict the reactants needed to synthesize the given product. (1) The reactants are: [C:1]([NH:4][NH:5][C:6]([C:8]1[CH:9]=[CH:10][C:11]2[O:15][CH:14]=[CH:13][C:12]=2[CH:16]=1)=[O:7])(=O)[CH3:2].C1(C)C=CC(S(Cl)(=O)=O)=CC=1. Given the product [O:15]1[C:11]2[CH:10]=[CH:9][C:8]([C:6]3[O:7][C:1]([CH3:2])=[N:4][N:5]=3)=[CH:16][C:12]=2[CH:13]=[CH:14]1, predict the reactants needed to synthesize it. (2) Given the product [NH2:1][C:2]1[N:7]=[C:6]([NH:8][C@@H:9]([CH2:13][CH2:14][CH3:15])[CH2:10][CH2:11][OH:12])[C:5]([CH2:16][C:17]2[CH:35]=[CH:34][C:20]([CH2:21][N:22]3[CH2:26][CH2:25][CH2:24][C@@H:23]3[C:27]([OH:29])=[O:28])=[CH:19][C:18]=2[O:36][CH3:37])=[C:4]([CH3:38])[N:3]=1, predict the reactants needed to synthesize it. The reactants are: [NH2:1][C:2]1[N:7]=[C:6]([NH:8][C@@H:9]([CH2:13][CH2:14][CH3:15])[CH2:10][CH2:11][OH:12])[C:5]([CH2:16][C:17]2[CH:35]=[CH:34][C:20]([CH2:21][N:22]3[CH2:26][CH2:25][CH2:24][C@@H:23]3[C:27]([O:29]C(C)(C)C)=[O:28])=[CH:19][C:18]=2[O:36][CH3:37])=[C:4]([CH3:38])[N:3]=1.FC(F)(F)C(O)=O.CO. (3) Given the product [CH:1]1([C:7]2[C:11]3[N:12]=[C:13]([N:18]4[CH:22]=[C:21]([C:23]([O:25][CH2:26][CH3:27])=[O:24])[CH:20]=[N:19]4)[N:14]=[C:15]([O:16][CH3:17])[C:10]=3[N:9]([CH3:28])[N:8]=2)[CH2:2][CH2:3][CH2:4][CH2:5][CH2:6]1, predict the reactants needed to synthesize it. The reactants are: [C:1]1([C:7]2[C:11]3[N:12]=[C:13]([N:18]4[CH:22]=[C:21]([C:23]([O:25][CH2:26][CH3:27])=[O:24])[CH:20]=[N:19]4)[N:14]=[C:15]([O:16][CH3:17])[C:10]=3[N:9]([CH3:28])[N:8]=2)[CH2:6][CH2:5][CH2:4][CH2:3][CH:2]=1.